From a dataset of Tox21: 12 toxicity assays (nuclear receptors and stress response pathways). Binary classification across 12 toxicity assays. The drug is C=C1C(=O)O[C@H]2[C@H]1CCC(C)=CCC[C@@]1(C)O[C@@H]21. It tested positive (active) for: NR-AR-LBD (Androgen Receptor Ligand Binding Domain agonist), and SR-p53 (p53 tumor suppressor activation).